From a dataset of Serine/threonine kinase 33 screen with 319,792 compounds. Binary Classification. Given a drug SMILES string, predict its activity (active/inactive) in a high-throughput screening assay against a specified biological target. (1) The result is 0 (inactive). The drug is Brc1ccc(C2CC(OC(=C2)C(O)=O)OCc2ccc(cc2)CO)cc1. (2) The compound is S(c1ccc(C2N3C(C4C2C(=O)N(C4=O)CC)(CCCC3)C(OC)=O)cc1)C(CC)C. The result is 0 (inactive).